This data is from TCR-epitope binding with 47,182 pairs between 192 epitopes and 23,139 TCRs. The task is: Binary Classification. Given a T-cell receptor sequence (or CDR3 region) and an epitope sequence, predict whether binding occurs between them. (1) The epitope is TLIGDCATV. Result: 1 (the TCR binds to the epitope). The TCR CDR3 sequence is CASRTSGSGGEQFF. (2) The epitope is VLQAVGACV. The TCR CDR3 sequence is CASSSTPGLAATADEQYF. Result: 1 (the TCR binds to the epitope). (3) The epitope is GLIYNRMGAVTTEV. The TCR CDR3 sequence is CASSLSSGGTYEQYF. Result: 1 (the TCR binds to the epitope). (4) The epitope is RPHERNGFTVL. The TCR CDR3 sequence is CASGDENTGELFF. Result: 0 (the TCR does not bind to the epitope).